This data is from Forward reaction prediction with 1.9M reactions from USPTO patents (1976-2016). The task is: Predict the product of the given reaction. Given the reactants [F:1][C:2]([F:29])([F:28])[C:3]1[CH:4]=[C:5]([CH:21]=[C:22]([C:24]([F:27])([F:26])[F:25])[CH:23]=1)[CH2:6][N:7]1[CH2:14][CH2:13][CH2:12][O:11][C:10]2[N:15]=[CH:16][CH:17]=[C:18](I)[C:9]=2[C:8]1=[O:20].[Cl:30][C:31]1[CH:36]=[CH:35][C:34](B(O)O)=[CH:33][CH:32]=1, predict the reaction product. The product is: [F:1][C:2]([F:29])([F:28])[C:3]1[CH:4]=[C:5]([CH:21]=[C:22]([C:24]([F:27])([F:26])[F:25])[CH:23]=1)[CH2:6][N:7]1[CH2:14][CH2:13][CH2:12][O:11][C:10]2[N:15]=[CH:16][CH:17]=[C:18]([C:34]3[CH:35]=[CH:36][C:31]([Cl:30])=[CH:32][CH:33]=3)[C:9]=2[C:8]1=[O:20].